This data is from Peptide-MHC class I binding affinity with 185,985 pairs from IEDB/IMGT. The task is: Regression. Given a peptide amino acid sequence and an MHC pseudo amino acid sequence, predict their binding affinity value. This is MHC class I binding data. (1) The MHC is HLA-A24:02 with pseudo-sequence HLA-A24:02. The binding affinity (normalized) is 0.0793. The peptide sequence is QHNAAGIAW. (2) The peptide sequence is VVLQQHSIA. The MHC is HLA-A33:01 with pseudo-sequence HLA-A33:01. The binding affinity (normalized) is 0.